Dataset: NCI-60 drug combinations with 297,098 pairs across 59 cell lines. Task: Regression. Given two drug SMILES strings and cell line genomic features, predict the synergy score measuring deviation from expected non-interaction effect. (1) Drug 1: CNC(=O)C1=CC=CC=C1SC2=CC3=C(C=C2)C(=NN3)C=CC4=CC=CC=N4. Drug 2: C1=NC2=C(N1)C(=S)N=CN2. Cell line: NCI/ADR-RES. Synergy scores: CSS=11.5, Synergy_ZIP=-9.83, Synergy_Bliss=-13.6, Synergy_Loewe=-24.3, Synergy_HSA=-13.9. (2) Drug 1: CC=C1C(=O)NC(C(=O)OC2CC(=O)NC(C(=O)NC(CSSCCC=C2)C(=O)N1)C(C)C)C(C)C. Drug 2: CS(=O)(=O)CCNCC1=CC=C(O1)C2=CC3=C(C=C2)N=CN=C3NC4=CC(=C(C=C4)OCC5=CC(=CC=C5)F)Cl. Cell line: SF-268. Synergy scores: CSS=15.9, Synergy_ZIP=0.112, Synergy_Bliss=1.58, Synergy_Loewe=-29.3, Synergy_HSA=-1.73.